From a dataset of Forward reaction prediction with 1.9M reactions from USPTO patents (1976-2016). Predict the product of the given reaction. (1) Given the reactants [CH3:1][C:2]1[C:10]2[C:9]([CH2:11][N:12]3[C:16]4[CH:17]=[CH:18][CH:19]=[CH:20][C:15]=4[NH:14][C:13]3=[O:21])=[CH:8][S:7][C:6]=2[CH:5]=[CH:4][CH:3]=1.[C:22](#[N:25])[CH:23]=[CH2:24].[OH-].C([N+](C)(C)C)C1C=CC=CC=1.CO.[NH4+].[Cl-], predict the reaction product. The product is: [CH3:1][C:2]1[C:10]2[C:9]([CH2:11][N:12]3[C:16]4[CH:17]=[CH:18][CH:19]=[CH:20][C:15]=4[N:14]([CH2:24][CH2:23][C:22]#[N:25])[C:13]3=[O:21])=[CH:8][S:7][C:6]=2[CH:5]=[CH:4][CH:3]=1. (2) Given the reactants [F:1][C:2]1[CH:10]=[CH:9][C:5]([C:6]([OH:8])=O)=[CH:4][CH:3]=1.CN(C(ON1N=NC2C=CC=NC1=2)=[N+](C)C)C.F[P-](F)(F)(F)(F)F.CN1CCOCC1.[CH3:42][O:43][C:44]1[C:45]2[N:58]=[C:57]([NH2:59])[S:56][C:46]=2[C:47]([C:50]2[CH:55]=[CH:54][CH:53]=[CH:52][CH:51]=2)=[N:48][CH:49]=1, predict the reaction product. The product is: [F:1][C:2]1[CH:3]=[CH:4][C:5]([C:6]([NH:59][C:57]2[S:56][C:46]3[C:47]([C:50]4[CH:51]=[CH:52][CH:53]=[CH:54][CH:55]=4)=[N:48][CH:49]=[C:44]([O:43][CH3:42])[C:45]=3[N:58]=2)=[O:8])=[CH:9][CH:10]=1. (3) Given the reactants [Cl:1][C:2]1[CH:7]=[C:6]([Cl:8])[CH:5]=[CH:4][C:3]=1[C:9]1[CH:13]=[C:12]([OH:14])[N:11]([CH3:15])[N:10]=1.C(=O)([O-])[O-].[K+].[K+].Cl[CH:23]([F:25])[F:24].O, predict the reaction product. The product is: [Cl:1][C:2]1[CH:7]=[C:6]([Cl:8])[CH:5]=[CH:4][C:3]=1[C:9]1[CH:13]=[C:12]([O:14][CH:23]([F:25])[F:24])[N:11]([CH3:15])[N:10]=1. (4) Given the reactants [Br:1][C:2]1[CH:3]=[N:4][C:5]2[N:6]([N:8]=[C:9]([C:11]([OH:13])=O)[CH:10]=2)[CH:7]=1.[CH3:14][CH:15]1[NH:20][CH2:19][CH2:18][N:17]2[CH:21]=[CH:22][N:23]=[C:16]12, predict the reaction product. The product is: [Br:1][C:2]1[CH:3]=[N:4][C:5]2[N:6]([N:8]=[C:9]([C:11]([N:20]3[CH2:19][CH2:18][N:17]4[CH:21]=[CH:22][N:23]=[C:16]4[CH:15]3[CH3:14])=[O:13])[CH:10]=2)[CH:7]=1. (5) Given the reactants [Cl:1][C:2]1[CH:3]=[C:4]([C:9]2([OH:25])[CH2:12][C:11]3([CH2:17][CH2:16][N:15]([C:18](OC(C)(C)C)=[O:19])[CH2:14][CH2:13]3)[CH2:10]2)[CH:5]=[CH:6][C:7]=1[F:8].Cl.O1CCOCC1.C1(OC(=O)[NH:41][C:42]2[O:46][N:45]=[C:44]([CH3:47])[C:43]=2[CH3:48])C=CC=CC=1.CCN(C(C)C)C(C)C, predict the reaction product. The product is: [Cl:1][C:2]1[CH:3]=[C:4]([C:9]2([OH:25])[CH2:12][C:11]3([CH2:13][CH2:14][N:15]([C:18]([NH:41][C:42]4[O:46][N:45]=[C:44]([CH3:47])[C:43]=4[CH3:48])=[O:19])[CH2:16][CH2:17]3)[CH2:10]2)[CH:5]=[CH:6][C:7]=1[F:8]. (6) Given the reactants [OH:1][C:2]1[CH:3]=[C:4]([C:20]([NH:22][CH2:23][C:24]2[CH:29]=[CH:28][C:27]([S:30]([CH3:33])(=[O:32])=[O:31])=[CH:26][CH:25]=2)=[O:21])[C:5](=[O:19])[N:6]([C:9]2[CH:14]=[CH:13][CH:12]=[C:11]([C:15]([F:18])([F:17])[F:16])[CH:10]=2)[C:7]=1[CH3:8].[C:34]([O-])([O-])=O.[K+].[K+].IC, predict the reaction product. The product is: [CH3:34][O:1][C:2]1[CH:3]=[C:4]([C:20]([NH:22][CH2:23][C:24]2[CH:25]=[CH:26][C:27]([S:30]([CH3:33])(=[O:31])=[O:32])=[CH:28][CH:29]=2)=[O:21])[C:5](=[O:19])[N:6]([C:9]2[CH:14]=[CH:13][CH:12]=[C:11]([C:15]([F:16])([F:18])[F:17])[CH:10]=2)[C:7]=1[CH3:8]. (7) Given the reactants Cl.Cl.[NH2:3][CH2:4][C:5]1[N:6]=[CH:7][C:8]([C:15]([O:17][CH3:18])=[O:16])=[N:9][C:10]=1[C:11]([F:14])([F:13])[F:12].C(N(CC)CC)C.[F:26][C:27]1[CH:32]=[CH:31][C:30]([S:33](Cl)(=[O:35])=[O:34])=[CH:29][C:28]=1[Cl:37], predict the reaction product. The product is: [Cl:37][C:28]1[CH:29]=[C:30]([S:33]([NH:3][CH2:4][C:5]2[N:6]=[CH:7][C:8]([C:15]([O:17][CH3:18])=[O:16])=[N:9][C:10]=2[C:11]([F:13])([F:12])[F:14])(=[O:34])=[O:35])[CH:31]=[CH:32][C:27]=1[F:26]. (8) Given the reactants Cl[C:2]1[C:10]([C:11]2[CH:16]=[CH:15][CH:14]=[CH:13][CH:12]=2)=[C:5]2[CH:6]=[CH:7][CH:8]=[CH:9][N:4]2[N:3]=1.[F:17][C:18]1[CH:19]=[C:20](B(O)O)[CH:21]=[N:22][CH:23]=1.[O-]P([O-])([O-])=O.[K+].[K+].[K+].C1(P(C2CCCCC2)C2C=CC=CC=2C2C(OC)=CC=CC=2OC)CCCCC1, predict the reaction product. The product is: [F:17][C:18]1[CH:19]=[C:20]([C:2]2[C:10]([C:11]3[CH:16]=[CH:15][CH:14]=[CH:13][CH:12]=3)=[C:5]3[CH:6]=[CH:7][CH:8]=[CH:9][N:4]3[N:3]=2)[CH:21]=[N:22][CH:23]=1.